From a dataset of Full USPTO retrosynthesis dataset with 1.9M reactions from patents (1976-2016). Predict the reactants needed to synthesize the given product. (1) Given the product [NH:22]([C:20](=[O:21])[C@H:19]([NH:18][C:16]([N:13]1[C:14](=[O:15])[CH:8]([CH2:7][C:6]2[CH:34]=[C:2]([Cl:1])[CH:3]=[CH:4][C:5]=2[O:35][CH3:36])[CH2:9][NH:10][C:11](=[O:33])[CH2:12]1)=[O:17])[CH3:31])[C:23]1[CH:24]=[CH:50][CH:49]=[CH:48][CH:53]=1, predict the reactants needed to synthesize it. The reactants are: [Cl:1][C:2]1[CH:3]=[CH:4][C:5]([O:35][CH3:36])=[C:6]([CH:34]=1)[CH2:7][CH:8]1[C:14](=[O:15])[N:13]([C:16]([NH:18][CH:19]([CH2:31]C)[C:20]([NH:22][CH2:23][C:24](OC(C)(C)C)=O)=[O:21])=[O:17])[CH2:12][C:11](=[O:33])[NH:10][CH2:9]1.Cl.C(OC(=O)CN)(C)(C)C.N[C:48]1[CH:53]=CC=[CH:50][CH:49]=1. (2) Given the product [CH:7]1([C:13]2[C:21]3[C:16](=[CH:17][C:18]([C:22]([NH2:32])=[O:23])=[CH:19][CH:20]=3)[N:15]([CH3:25])[C:14]=2[C:26]2[CH:30]=[CH:29][O:28][CH:27]=2)[CH2:8][CH2:9][CH2:10][CH2:11][CH2:12]1, predict the reactants needed to synthesize it. The reactants are: C(Cl)(=O)C(Cl)=O.[CH:7]1([C:13]2[C:21]3[C:16](=[CH:17][C:18]([C:22](O)=[O:23])=[CH:19][CH:20]=3)[N:15]([CH3:25])[C:14]=2[C:26]2[CH:30]=[CH:29][O:28][CH:27]=2)[CH2:12][CH2:11][CH2:10][CH2:9][CH2:8]1.C[N:32](C=O)C.N. (3) Given the product [CH3:32][C:33]1[CH:39]=[CH:38][C:36]([NH:37][C:2]2[C:10]3[O:9][CH2:8][CH:7]([N:11]([C:26](=[O:31])[C:27]([F:30])([F:29])[F:28])[C:12]4[CH:25]=[CH:24][C:15]5[C@H:16]([CH2:19][C:20]([O:22][CH3:23])=[O:21])[CH2:17][O:18][C:14]=5[CH:13]=4)[C:6]=3[CH:5]=[CH:4][CH:3]=2)=[C:35]([N+:40]([O-:42])=[O:41])[CH:34]=1, predict the reactants needed to synthesize it. The reactants are: Br[C:2]1[C:10]2[O:9][CH2:8][CH:7]([N:11]([C:26](=[O:31])[C:27]([F:30])([F:29])[F:28])[C:12]3[CH:25]=[CH:24][C:15]4[C@H:16]([CH2:19][C:20]([O:22][CH3:23])=[O:21])[CH2:17][O:18][C:14]=4[CH:13]=3)[C:6]=2[CH:5]=[CH:4][CH:3]=1.[CH3:32][C:33]1[CH:39]=[CH:38][C:36]([NH2:37])=[C:35]([N+:40]([O-:42])=[O:41])[CH:34]=1.P([O-])([O-])([O-])=O.[K+].[K+].[K+].C1(P(C2CCCCC2)C2C=CC=CC=2C2C(C(C)C)=CC(C(C)C)=CC=2C(C)C)CCCCC1. (4) Given the product [Cl:12][C:5]1[CH:4]=[C:3]([CH:8]=[CH:7][N:6]=1)[C:1]#[N:2], predict the reactants needed to synthesize it. The reactants are: [C:1]([C:3]1[CH:8]=[CH:7][N+:6]([O-])=[CH:5][CH:4]=1)#[N:2].P(Cl)(Cl)([Cl:12])=O. (5) Given the product [Cl:1][C:2]1[N:3]=[C:4]2[C:8]([CH2:9][C:10]3[CH:11]=[CH:12][C:13]([F:18])=[C:14]([CH:17]=3)[C:15]#[N:16])=[N:22][NH:21][C:20](=[O:23])[N:5]2[C:6]=1[Cl:7], predict the reactants needed to synthesize it. The reactants are: [Cl:1][C:2]1[N:3]=[C:4]([C:8](=O)[CH2:9][C:10]2[CH:11]=[CH:12][C:13]([F:18])=[C:14]([CH:17]=2)[C:15]#[N:16])[NH:5][C:6]=1[Cl:7].[C:20](OCC)(=[O:23])[NH:21][NH2:22]. (6) Given the product [C:1]([C:5]1[CH:10]=[CH:9][C:8]([CH2:11][C:12]([OH:14])=[O:13])=[CH:7][CH:6]=1)([CH3:4])([CH3:2])[CH3:3], predict the reactants needed to synthesize it. The reactants are: [C:1]([C:5]1[CH:10]=[CH:9][C:8]([CH2:11][C:12]([O:14]C)=[O:13])=[CH:7][CH:6]=1)([CH3:4])([CH3:3])[CH3:2].O.